From a dataset of Experimentally validated miRNA-target interactions with 360,000+ pairs, plus equal number of negative samples. Binary Classification. Given a miRNA mature sequence and a target amino acid sequence, predict their likelihood of interaction. (1) The miRNA is mmu-miR-686 with sequence AUUGCUUCCCAGACGGUGAAGA. The protein sequence of the target gene is MADWARAQSPGAVEEILDRENKRMADSLASKVTRLKSLALDIDRDAEDQNRYLDGMDSDFTSMTSLLTGSVKRFSTMARSGQDNRKLLCGMAVGLIVAFFILSYFLSRART. Result: 0 (no interaction). (2) The protein sequence of the target gene is MAPGQNRVVALVDMDCFFVQVEQRQNPHLRNKPCAVVQYKSWKGGGIIAVSYEARAFGVTRNMWADDAKKLCPDLLLAQVRESRGKANLTKYREASVEVMEIMSYFAVIERASIDEAYIDLTSAVQERLQKLQGQPISADLLPSTYIEGLPRGPTVEETVQKEAIRKQGLLQWLDSLQSDDPTSPDLRLTVGAMIVEEMRAAIESKTGFQCSAGISHNKVLAKLACGLNKPNRQTLVSHGSVPQLFSQMPIRKIRSLGGKLGASVIEVLGIEYMGDLTQFTESQLQSHFGEKNGSWLYAM.... The miRNA is rno-miR-433-3p with sequence AUCAUGAUGGGCUCCUCGGUGU. Result: 0 (no interaction). (3) The protein sequence of the target gene is MDEKTKKAEEMALSLTRAVAGGDEQVAMKCAIWLAEQRVPLSVQLKPEVSPTQDIRLWVSVEDAQMHTVTIWLTVRPDMTVASLKDMVFLDYGFPPVLQQWVIGQRLARDQETLHSHGVRQNGDSAYLYLLSARNTSLNPQELQRERQLRMLEDLGFKDLTLQPRGPLEPGPPKPGVPQEPGRGQPDAVPEPPPVGWQCPGCTFINKPTRPGCEMCCRARPEAYQVPASYQPDEEERARLAGEEEALRQYQQRKQQQQEGNYLQHVQLDQRSLVLNTEPAECPVCYSVLAPGEAVVLREC.... The miRNA is hsa-miR-92a-2-5p with sequence GGGUGGGGAUUUGUUGCAUUAC. Result: 1 (interaction).